From a dataset of Forward reaction prediction with 1.9M reactions from USPTO patents (1976-2016). Predict the product of the given reaction. (1) Given the reactants FC(F)(F)S(O[C:7]1[C:16]2[C:11](=[CH:12][CH:13]=[C:14]([Cl:17])[CH:15]=2)[N:10]=[C:9]2[CH2:18][CH2:19][CH2:20][CH2:21][CH2:22][C:8]=12)(=O)=O.C([O-])([O-])=O.[Cs+].[Cs+].[NH2:31][CH2:32][CH2:33][C:34]#[CH:35], predict the reaction product. The product is: [CH2:32]([NH:31][C:7]1[C:16]2[C:11](=[CH:12][CH:13]=[C:14]([Cl:17])[CH:15]=2)[N:10]=[C:9]2[CH2:18][CH2:19][CH2:20][CH2:21][CH2:22][C:8]=12)[CH2:33][C:34]#[CH:35]. (2) The product is: [Br:15][C:16]1[C:17]([CH3:25])=[CH:18][C:19]([C:22]([N:1]2[CH2:5][CH2:4][CH2:3][CH2:2]2)=[O:23])=[N:20][CH:21]=1. Given the reactants [NH:1]1[CH2:5][CH2:4][CH2:3][CH2:2]1.CCN(C(C)C)C(C)C.[Br:15][C:16]1[C:17]([CH3:25])=[CH:18][C:19]([C:22](Cl)=[O:23])=[N:20][CH:21]=1, predict the reaction product. (3) The product is: [F:34][C:26]1[CH:25]=[C:24]([C:22]2[S:23][C:19]([CH2:18][O:17][C:14]3[CH:15]=[C:16]4[C:11]([CH:10]=[CH:9][N:8]4[CH2:7][C:6]([OH:36])=[O:5])=[CH:12][CH:13]=3)=[C:20]([CH3:35])[N:21]=2)[CH:29]=[CH:28][C:27]=1[C:30]([F:32])([F:31])[F:33]. Given the reactants C([O:5][C:6](=[O:36])[CH2:7][N:8]1[C:16]2[C:11](=[CH:12][CH:13]=[C:14]([O:17][CH2:18][C:19]3[S:23][C:22]([C:24]4[CH:29]=[CH:28][C:27]([C:30]([F:33])([F:32])[F:31])=[C:26]([F:34])[CH:25]=4)=[N:21][C:20]=3[CH3:35])[CH:15]=2)[CH:10]=[CH:9]1)(C)(C)C.[Li+].[OH-], predict the reaction product. (4) Given the reactants C(OC([N:8]1[CH2:13][CH2:12][C:11](=O)[CH2:10][CH2:9]1)=O)(C)(C)C.[Cl:15][C:16]1[CH:21]=[CH:20][C:19]([NH2:22])=[CH:18][CH:17]=1.[Na], predict the reaction product. The product is: [Cl:15][C:16]1[CH:21]=[CH:20][C:19]([NH:22][CH:11]2[CH2:10][CH2:9][NH:8][CH2:13][CH2:12]2)=[CH:18][CH:17]=1. (5) Given the reactants Cl[C:2]1[N:22]=[C:5]2[C:6]([C:10]3[C:11]([O:20][CH3:21])=[N:12][CH:13]=[C:14]([C:16]([F:19])([F:18])[F:17])[CH:15]=3)=[CH:7][CH:8]=[CH:9][N:4]2[N:3]=1.[C:23]([O:27][C:28]([N:30]1[CH2:35][CH2:34][CH:33]([C:36]2[CH:41]=[CH:40][C:39]([NH2:42])=[CH:38][CH:37]=2)[CH2:32][CH2:31]1)=[O:29])([CH3:26])([CH3:25])[CH3:24].C1(P(C2CCCCC2)C2C=CC=CC=2C2C=CC=CC=2P(C2CCCCC2)C2CCCCC2)CCCCC1, predict the reaction product. The product is: [C:23]([O:27][C:28]([N:30]1[CH2:35][CH2:34][CH:33]([C:36]2[CH:41]=[CH:40][C:39]([NH:42][C:2]3[N:22]=[C:5]4[C:6]([C:10]5[C:11]([O:20][CH3:21])=[N:12][CH:13]=[C:14]([C:16]([F:19])([F:18])[F:17])[CH:15]=5)=[CH:7][CH:8]=[CH:9][N:4]4[N:3]=3)=[CH:38][CH:37]=2)[CH2:32][CH2:31]1)=[O:29])([CH3:26])([CH3:24])[CH3:25].